From a dataset of Full USPTO retrosynthesis dataset with 1.9M reactions from patents (1976-2016). Predict the reactants needed to synthesize the given product. (1) Given the product [F:37][C:18]([F:17])([F:36])[O:19][C:20]1[CH:25]=[CH:24][C:23]([S:26]([N:29]2[CH2:30][CH2:31][C:32](=[CH:9][C:10]([O:12][C:13]([CH3:14])([CH3:15])[CH3:16])=[O:11])[CH2:33][CH2:34]2)(=[O:27])=[O:28])=[CH:22][CH:21]=1, predict the reactants needed to synthesize it. The reactants are: [H-].[Na+].COP([CH2:9][C:10]([O:12][C:13]([CH3:16])([CH3:15])[CH3:14])=[O:11])(OC)=O.[F:17][C:18]([F:37])([F:36])[O:19][C:20]1[CH:25]=[CH:24][C:23]([S:26]([N:29]2[CH2:34][CH2:33][C:32](=O)[CH2:31][CH2:30]2)(=[O:28])=[O:27])=[CH:22][CH:21]=1. (2) Given the product [Cl:1][C:2]1[C:11]2[CH:10]=[N:9][CH:8]=[CH:7][C:6]=2[C:5]([NH2:12])=[CH:4][CH:3]=1, predict the reactants needed to synthesize it. The reactants are: [Cl:1][C:2]1[CH:3]=[CH:4][C:5]([N+:12]([O-])=O)=[C:6]2[C:11]=1[CH:10]=[N:9][CH:8]=[CH:7]2. (3) Given the product [CH3:1][O:2][C:3]1[CH:4]=[C:5]([S:11]([N:14]2[CH2:20][CH:19]([F:41])[CH2:18][N:17]([S:22]([C:25]3[CH:30]=[CH:29][C:28]([O:31][CH3:32])=[C:27]([O:33][CH3:34])[CH:26]=3)(=[O:24])=[O:23])[CH2:16][CH2:15]2)(=[O:13])=[O:12])[CH:6]=[CH:7][C:8]=1[O:9][CH3:10], predict the reactants needed to synthesize it. The reactants are: [CH3:1][O:2][C:3]1[CH:4]=[C:5]([S:11]([N:14]2[CH2:20][CH:19](O)[CH2:18][N:17]([S:22]([C:25]3[CH:30]=[CH:29][C:28]([O:31][CH3:32])=[C:27]([O:33][CH3:34])[CH:26]=3)(=[O:24])=[O:23])[CH2:16][CH2:15]2)(=[O:13])=[O:12])[CH:6]=[CH:7][C:8]=1[O:9][CH3:10].C(N(S(F)(F)[F:41])CC)C.C(=O)(O)[O-].[Na+].O. (4) Given the product [F:1][C:2]1[CH:7]=[C:6]([C:8]2[CH:9]=[C:10]3[C:16]([C:17]4[C:18]([CH3:30])=[N:19][N:20]([CH2:22][C:23]5[CH:28]=[CH:27][CH:26]=[C:25]([F:29])[CH:24]=5)[CH:21]=4)=[CH:15][N:14]([S:31]([C:34]4[CH:40]=[CH:39][C:37]([CH3:38])=[CH:36][CH:35]=4)(=[O:32])=[O:33])[C:11]3=[N:12][CH:13]=2)[CH:5]=[CH:4][C:3]=1[CH:41]1[CH2:42][CH2:43][N:44]([C:47]([O:49][C:50]([CH3:53])([CH3:52])[CH3:51])=[O:48])[CH2:45][CH2:46]1, predict the reactants needed to synthesize it. The reactants are: [F:1][C:2]1[CH:7]=[C:6]([C:8]2[CH:9]=[C:10]3[C:16]([C:17]4[C:18]([CH3:30])=[N:19][N:20]([CH2:22][C:23]5[CH:28]=[CH:27][CH:26]=[C:25]([F:29])[CH:24]=5)[CH:21]=4)=[CH:15][N:14]([S:31]([C:34]4[CH:40]=[CH:39][C:37]([CH3:38])=[CH:36][CH:35]=4)(=[O:33])=[O:32])[C:11]3=[N:12][CH:13]=2)[CH:5]=[CH:4][C:3]=1[C:41]1[CH2:46][CH2:45][N:44]([C:47]([O:49][C:50]([CH3:53])([CH3:52])[CH3:51])=[O:48])[CH2:43][CH:42]=1. (5) Given the product [CH2:9]([N:7]1[CH2:6][C@@H:5]([OH:16])[C@H:4]([NH:1][C:19](=[O:21])[CH3:20])[CH2:8]1)[C:10]1[CH:15]=[CH:14][CH:13]=[CH:12][CH:11]=1, predict the reactants needed to synthesize it. The reactants are: [N:1]([C@@H:4]1[CH2:8][N:7]([CH2:9][C:10]2[CH:15]=[CH:14][CH:13]=[CH:12][CH:11]=2)[CH2:6][C@H:5]1[OH:16])=[N+]=[N-].[H][H].[C:19](OC(=O)C)(=[O:21])[CH3:20]. (6) Given the product [ClH:30].[CH:9]1[C:18]2[C:13](=[CH:14][CH:15]=[CH:16][CH:17]=2)[C:12]([CH2:20][C:19]([OH:23])=[O:22])=[CH:11][N:10]=1, predict the reactants needed to synthesize it. The reactants are: C([BH-](CC)CC)C.[Na+].[CH:9]1[C:18]2[C:13](=[CH:14][CH:15]=[CH:16][CH:17]=2)[CH:12]=[CH:11][N:10]=1.[C:19]([O:23]CC)(=[O:22])[CH:20]=O.[OH-].[Na+].OO.[ClH:30].